Dataset: Forward reaction prediction with 1.9M reactions from USPTO patents (1976-2016). Task: Predict the product of the given reaction. (1) Given the reactants [C:1]([C:4]1[CH:12]=[CH:11][C:7]([C:8]([OH:10])=O)=[CH:6][CH:5]=1)(=[O:3])[CH3:2].[NH:13]1[CH2:18][CH2:17][O:16][CH2:15][CH2:14]1.Cl.CN(C)CCCN=C=NCC.O.ON1C2C=CC=CC=2N=N1, predict the reaction product. The product is: [N:13]1([C:8]([C:7]2[CH:6]=[CH:5][C:4]([C:1](=[O:3])[CH3:2])=[CH:12][CH:11]=2)=[O:10])[CH2:18][CH2:17][O:16][CH2:15][CH2:14]1. (2) Given the reactants CC[N:3]([CH:7]([CH3:9])C)[CH:4](C)C.[Br:10][C:11]1[C:12](Cl)=[N:13][CH:14]=[C:15]([CH:30]=1)[C:16]([NH:18][C:19]1[CH:24]=[CH:23][C:22]([O:25][C:26]([F:29])([F:28])[F:27])=[CH:21][CH:20]=1)=[O:17].C[CH:33]([OH:35])C, predict the reaction product. The product is: [Br:10][C:11]1[C:12]([N:3]2[CH2:4][CH:9]([CH2:33][OH:35])[CH2:7]2)=[N:13][CH:14]=[C:15]([CH:30]=1)[C:16]([NH:18][C:19]1[CH:24]=[CH:23][C:22]([O:25][C:26]([F:29])([F:28])[F:27])=[CH:21][CH:20]=1)=[O:17].